Task: Predict hERG channel inhibition at various concentrations.. Dataset: hERG Central: cardiac toxicity at 1µM, 10µM, and general inhibition The molecule is CCOC(=O)C1(Cc2ccc(Cl)cc2)CCN(Cc2cnc(N)nc2)CC1. Results: hERG_inhib (hERG inhibition (general)): blocker.